Dataset: Experimentally validated miRNA-target interactions with 360,000+ pairs, plus equal number of negative samples. Task: Binary Classification. Given a miRNA mature sequence and a target amino acid sequence, predict their likelihood of interaction. The miRNA is hsa-miR-1285-3p with sequence UCUGGGCAACAAAGUGAGACCU. The protein sequence of the target gene is MMLSCLFLLKALLALGSLESWITAGEHAKEGECPPHKNPCKELCQGDELCPAEQKCCTTGCGRICRDIPKGRKRDCPRVIRKQSCLKRCITDETCPGVKKCCTLGCNKSCVVPISKQKLAEFGGECPADPLPCEELCDGDASCPQGHKCCSTGCGRTCLGDIEGGRGGDCPKVLVGLCIVGCVMDENCQAGEKCCKSGCGRFCVPPVLPPKLTMNPNWTVRSDSELEIPVP. Result: 0 (no interaction).